Dataset: M1 muscarinic receptor agonist screen with 61,833 compounds. Task: Binary Classification. Given a drug SMILES string, predict its activity (active/inactive) in a high-throughput screening assay against a specified biological target. (1) The compound is O=C(NCc1ccncc1)CCC1CCCCC1. The result is 0 (inactive). (2) The drug is O=C1N(CC(=O)NCc2ncccc2)C(=O)c2c1cccc2. The result is 0 (inactive).